From a dataset of NCI-60 drug combinations with 297,098 pairs across 59 cell lines. Regression. Given two drug SMILES strings and cell line genomic features, predict the synergy score measuring deviation from expected non-interaction effect. (1) Drug 1: CC(C)CN1C=NC2=C1C3=CC=CC=C3N=C2N. Drug 2: CC1C(C(CC(O1)OC2CC(CC3=C2C(=C4C(=C3O)C(=O)C5=C(C4=O)C(=CC=C5)OC)O)(C(=O)CO)O)N)O.Cl. Cell line: OVCAR3. Synergy scores: CSS=31.8, Synergy_ZIP=1.48, Synergy_Bliss=1.25, Synergy_Loewe=-9.82, Synergy_HSA=-0.000901. (2) Drug 1: CC12CCC(CC1=CCC3C2CCC4(C3CC=C4C5=CN=CC=C5)C)O. Drug 2: CC(C)CN1C=NC2=C1C3=CC=CC=C3N=C2N. Cell line: SN12C. Synergy scores: CSS=1.08, Synergy_ZIP=0.443, Synergy_Bliss=0.967, Synergy_Loewe=1.15, Synergy_HSA=0.616. (3) Drug 1: CC1=C(C=C(C=C1)NC2=NC=CC(=N2)N(C)C3=CC4=NN(C(=C4C=C3)C)C)S(=O)(=O)N.Cl. Drug 2: CC1C(C(CC(O1)OC2CC(OC(C2O)C)OC3=CC4=CC5=C(C(=O)C(C(C5)C(C(=O)C(C(C)O)O)OC)OC6CC(C(C(O6)C)O)OC7CC(C(C(O7)C)O)OC8CC(C(C(O8)C)O)(C)O)C(=C4C(=C3C)O)O)O)O. Cell line: SN12C. Synergy scores: CSS=18.1, Synergy_ZIP=1.60, Synergy_Bliss=3.58, Synergy_Loewe=6.49, Synergy_HSA=5.02. (4) Drug 1: C1=CC(=CC=C1CCC2=CNC3=C2C(=O)NC(=N3)N)C(=O)NC(CCC(=O)O)C(=O)O. Drug 2: CC1C(C(CC(O1)OC2CC(CC3=C2C(=C4C(=C3O)C(=O)C5=CC=CC=C5C4=O)O)(C(=O)C)O)N)O. Cell line: NCI/ADR-RES. Synergy scores: CSS=35.1, Synergy_ZIP=-4.01, Synergy_Bliss=-0.474, Synergy_Loewe=-2.09, Synergy_HSA=4.27.